From a dataset of Peptide-MHC class I binding affinity with 185,985 pairs from IEDB/IMGT. Regression. Given a peptide amino acid sequence and an MHC pseudo amino acid sequence, predict their binding affinity value. This is MHC class I binding data. (1) The peptide sequence is GRRATAILR. The MHC is HLA-A03:01 with pseudo-sequence HLA-A03:01. The binding affinity (normalized) is 0.0847. (2) The peptide sequence is EPAQEEHDKYH. The MHC is HLA-B27:05 with pseudo-sequence HLA-B27:05. The binding affinity (normalized) is 0. (3) The peptide sequence is GYISTRVEL. The MHC is HLA-A24:03 with pseudo-sequence HLA-A24:03. The binding affinity (normalized) is 0.649. (4) The peptide sequence is YNLRRGTAL. The MHC is HLA-B18:01 with pseudo-sequence HLA-B18:01. The binding affinity (normalized) is 0.0847. (5) The peptide sequence is RQYPWGVVQV. The MHC is Mamu-B52 with pseudo-sequence Mamu-B52. The binding affinity (normalized) is 0.0113. (6) The peptide sequence is IMVASDVCKK. The MHC is HLA-A68:01 with pseudo-sequence HLA-A68:01. The binding affinity (normalized) is 0.602.